From a dataset of Experimentally validated miRNA-target interactions with 360,000+ pairs, plus equal number of negative samples. Binary Classification. Given a miRNA mature sequence and a target amino acid sequence, predict their likelihood of interaction. (1) The protein sequence of the target gene is MNPESSIFIEDYLKYFQDQVSRENLLQLLTDDEAWNGFVAAAELPRDEADELRKALNKLASHMVMKDKNRHDKDQQHRQWFLKEFPRLKRELEDHIRKLRALAEEVEQVHRGTTIANVVSNSVGTTSGILTLLGLGLAPFTEGISFVLLDTGMGLGAAAAVAGITCSVVELVNKLRARAQARNLDQSGTNVAKVMKEFVGGNTPNVLTLVDNWYQVTQGIGRNIRAIRRARANPQLGAYAPPPHIIGRISAEGGEQVERVVEGPAQAMSRGTMIVGAATGGILLLLDVVSLAYESKHLLE.... The miRNA is mmu-miR-106a-5p with sequence CAAAGUGCUAACAGUGCAGGUAG. Result: 0 (no interaction). (2) The miRNA is hsa-miR-1231 with sequence GUGUCUGGGCGGACAGCUGC. The protein sequence of the target gene is MARASSGNGSEEAWGALRAPQQQLRELCPGVNNQPYLCESGHCCGETGCCTYYYELWWFWLLWTVLILFSCCCAFRHRRAKLRLQQQQRQREINLLAYHGACHGAGPFPTGSLLDLRFLSTFKPPAYEDVVHRPGTPPPPYTVAPGRPLTASSEQTCCSSSSSCPAHFEGTNVEGVSSHQSAPPHQEGEPGAGVTPASTPPSCRYRRLTGDSGIELCPCPASGEGEPVKEVRVSATLPDLEDYSPCALPPESVPQIFPMGLSSSEGDIP. Result: 0 (no interaction). (3) The miRNA is hsa-miR-4465 with sequence CUCAAGUAGUCUGACCAGGGGA. The protein sequence of the target gene is MGSPEDDLIGIPFPDHSSELLSCLNEQRQLGHLCDLTIRTQGLEYRTHRAVLAACSHYFKKLFTEGGGGTVMGTGGGGTASGGAGAGVCELDFVGPEALGALLEFAYTATLTTSSANMPAVLQAARLLEIPCVIAACMEILQGSGLEAPSPDEDDCERARQYLEAFATATTTASTSGMPNGEDSPPQVPLLPPPPPPPRPVARRSRKPRKAFLQTKGARANHLVPEAPTVLTHPLTYEEEEMVGRLGNSGGSGLGDSYSPPTGAASPAEGPLNYEVFEGEEEEEEMAYPPGYGLAQSNEP.... Result: 0 (no interaction).